From a dataset of NCI-60 drug combinations with 297,098 pairs across 59 cell lines. Regression. Given two drug SMILES strings and cell line genomic features, predict the synergy score measuring deviation from expected non-interaction effect. (1) Drug 1: CC1=CC2C(CCC3(C2CCC3(C(=O)C)OC(=O)C)C)C4(C1=CC(=O)CC4)C. Drug 2: N.N.Cl[Pt+2]Cl. Cell line: SF-539. Synergy scores: CSS=7.00, Synergy_ZIP=0.233, Synergy_Bliss=5.08, Synergy_Loewe=4.76, Synergy_HSA=4.94. (2) Drug 1: CCCS(=O)(=O)NC1=C(C(=C(C=C1)F)C(=O)C2=CNC3=C2C=C(C=N3)C4=CC=C(C=C4)Cl)F. Drug 2: CC(C)CN1C=NC2=C1C3=CC=CC=C3N=C2N. Cell line: OVCAR3. Synergy scores: CSS=0.243, Synergy_ZIP=1.26, Synergy_Bliss=2.76, Synergy_Loewe=-1.28, Synergy_HSA=-0.660. (3) Drug 1: C1=CC(=CC=C1CCCC(=O)O)N(CCCl)CCCl. Drug 2: N.N.Cl[Pt+2]Cl. Cell line: SNB-75. Synergy scores: CSS=9.66, Synergy_ZIP=-6.87, Synergy_Bliss=-2.89, Synergy_Loewe=-6.43, Synergy_HSA=-4.61. (4) Drug 1: C1CN1P(=S)(N2CC2)N3CC3. Drug 2: C1=NC2=C(N=C(N=C2N1C3C(C(C(O3)CO)O)F)Cl)N. Cell line: LOX IMVI. Synergy scores: CSS=2.82, Synergy_ZIP=-4.94, Synergy_Bliss=0.808, Synergy_Loewe=-5.39, Synergy_HSA=-4.95. (5) Drug 1: C1CCC(CC1)NC(=O)N(CCCl)N=O. Drug 2: CN(C(=O)NC(C=O)C(C(C(CO)O)O)O)N=O. Cell line: SNB-75. Synergy scores: CSS=9.32, Synergy_ZIP=-7.12, Synergy_Bliss=1.01, Synergy_Loewe=-6.02, Synergy_HSA=1.58. (6) Drug 1: CS(=O)(=O)C1=CC(=C(C=C1)C(=O)NC2=CC(=C(C=C2)Cl)C3=CC=CC=N3)Cl. Drug 2: C1CN1P(=S)(N2CC2)N3CC3. Cell line: RXF 393. Synergy scores: CSS=16.3, Synergy_ZIP=-1.47, Synergy_Bliss=3.29, Synergy_Loewe=2.52, Synergy_HSA=3.68. (7) Drug 1: CC12CCC3C(C1CCC2NC(=O)OCC(F)(F)F)CCC4C3(C=CC(=O)N4C)C. Drug 2: CC1=C(C(=CC=C1)Cl)NC(=O)C2=CN=C(S2)NC3=CC(=NC(=N3)C)N4CCN(CC4)CCO. Cell line: T-47D. Synergy scores: CSS=15.5, Synergy_ZIP=-1.09, Synergy_Bliss=-0.989, Synergy_Loewe=-3.25, Synergy_HSA=1.42.